From a dataset of Forward reaction prediction with 1.9M reactions from USPTO patents (1976-2016). Predict the product of the given reaction. (1) Given the reactants [Br:1][C:2]1[N:7]=[CH:6][C:5]2[CH:8]=[C:9]([C:11]3[CH:12]=[N:13][N:14]([CH3:16])[CH:15]=3)[NH:10][C:4]=2[CH:3]=1.C[Si](C)(C)[N-][Si](C)(C)C.[Na+].[CH2:27]1[CH2:31]O[CH2:29][CH2:28]1.BrCC1CC1, predict the reaction product. The product is: [Br:1][C:2]1[N:7]=[CH:6][C:5]2[CH:8]=[C:9]([C:11]3[CH:12]=[N:13][N:14]([CH3:16])[CH:15]=3)[N:10]([CH2:29][CH:28]3[CH2:31][CH2:27]3)[C:4]=2[CH:3]=1. (2) Given the reactants C(OC([N:8]1[CH2:12][CH2:11][CH:10]([CH2:13][C:14](=[O:25])[NH:15][C:16]2[CH:21]=[CH:20][C:19]([CH:22]([CH3:24])[CH3:23])=[CH:18][CH:17]=2)[CH2:9]1)=O)(C)(C)C.[C:26]([OH:32])([C:28]([F:31])([F:30])[F:29])=[O:27].C(Cl)Cl, predict the reaction product. The product is: [F:29][C:28]([F:31])([F:30])[C:26]([OH:32])=[O:27].[CH:22]([C:19]1[CH:18]=[CH:17][C:16]([NH:15][C:14](=[O:25])[CH2:13][CH:10]2[CH2:11][CH2:12][NH:8][CH2:9]2)=[CH:21][CH:20]=1)([CH3:24])[CH3:23].